From a dataset of Forward reaction prediction with 1.9M reactions from USPTO patents (1976-2016). Predict the product of the given reaction. The product is: [CH3:10][C:11]1[O:12][C:13]([CH3:19])=[CH:14][C:15]=1[C:16]([O:20]/[N:21]=[C:22](\[NH2:30])/[C:23]1[CH:28]=[CH:27][C:26]([CH3:29])=[CH:25][CH:24]=1)=[O:17]. Given the reactants C(N(CC)C(C)C)(C)C.[CH3:10][C:11]1[O:12][C:13]([CH3:19])=[CH:14][C:15]=1[C:16](Cl)=[O:17].[OH:20]/[N:21]=[C:22](\[NH2:30])/[C:23]1[CH:28]=[CH:27][C:26]([CH3:29])=[CH:25][CH:24]=1, predict the reaction product.